This data is from Reaction yield outcomes from USPTO patents with 853,638 reactions. The task is: Predict the reaction yield, written as a fraction of the theoretical maximum amount of product (1.0 means a 100% yield; for example, 0.34 means a 34% yield). (1) The reactants are Cl[C:2]1[N:7]=[C:6]2[N:8]([CH2:11][C:12]3[CH:13]=[C:14]4[C:19](=[CH:20][CH:21]=3)[N:18]=[CH:17][CH:16]=[CH:15]4)[N:9]=[N:10][C:5]2=[CH:4][CH:3]=1.[CH2:22]([O:24]C([Sn](CCCC)(CCCC)CCCC)=C)[CH3:23].C1(P(C2C=CC=CC=2)C2C=CC=CC=2)C=CC=CC=1. The catalyst is C1(C)C=CC=CC=1.[Pd]. The product is [N:18]1[C:19]2[C:14](=[CH:13][C:12]([CH2:11][N:8]3[C:6]4=[N:7][C:2]([C:22](=[O:24])[CH3:23])=[CH:3][CH:4]=[C:5]4[N:10]=[N:9]3)=[CH:21][CH:20]=2)[CH:15]=[CH:16][CH:17]=1. The yield is 0.390. (2) The reactants are [OH:1]O.[Cl:3][C:4]1[CH:5]=[C:6]([C:10]2[C:15]([O:16][CH3:17])=[CH:14][CH:13]=[C:12]([S:18][C:19]3[CH:24]=[CH:23][C:22]([NH:25][C:26]([NH:28][CH2:29][CH3:30])=[O:27])=[CH:21][CH:20]=3)[CH:11]=2)[CH:7]=[CH:8][CH:9]=1. The yield is 0.680. The product is [Cl:3][C:4]1[CH:5]=[C:6]([C:10]2[C:15]([O:16][CH3:17])=[CH:14][CH:13]=[C:12]([S:18]([C:19]3[CH:24]=[CH:23][C:22]([NH:25][C:26]([NH:28][CH2:29][CH3:30])=[O:27])=[CH:21][CH:20]=3)=[O:1])[CH:11]=2)[CH:7]=[CH:8][CH:9]=1. The catalyst is C(O)(=O)C. (3) The reactants are [Br:1][C:2]1[CH:3]=[CH:4][C:5]([OH:11])=[C:6]([C:8](=[O:10])[CH3:9])[CH:7]=1.[CH3:12][CH:13]1[CH2:18][CH2:17][CH2:16][C:15](=O)[CH2:14]1.N1CCCC1. The catalyst is CO. The product is [Br:1][C:2]1[CH:7]=[C:6]2[C:5](=[CH:4][CH:3]=1)[O:11][C:15]1([CH2:16][CH2:17][CH2:18][CH:13]([CH3:12])[CH2:14]1)[CH2:9][C:8]2=[O:10]. The yield is 1.00. (4) The reactants are [C:1]1([SH:7])[CH:6]=[CH:5][CH:4]=[CH:3][CH:2]=1.C(N(CC)CC)C.[C:15]([OH:19])(=[O:18])[CH:16]=[CH2:17].Cl. The catalyst is C1COCC1. The product is [C:1]1([S:7][CH2:17][CH2:16][C:15]([OH:19])=[O:18])[CH:6]=[CH:5][CH:4]=[CH:3][CH:2]=1. The yield is 0.930. (5) The reactants are [C:1]([C:5]1[C:6]([N+:17]([O-])=O)=[C:7]([OH:16])[C:8]([OH:15])=[C:9]([C:11]([CH3:14])([CH3:13])[CH3:12])[CH:10]=1)([CH3:4])([CH3:3])[CH3:2]. The catalyst is CCO.[Pd]. The product is [C:1]([C:5]1[C:6]([NH2:17])=[C:7]([OH:16])[C:8]([OH:15])=[C:9]([C:11]([CH3:14])([CH3:13])[CH3:12])[CH:10]=1)([CH3:4])([CH3:2])[CH3:3]. The yield is 0.330.